Dataset: Forward reaction prediction with 1.9M reactions from USPTO patents (1976-2016). Task: Predict the product of the given reaction. (1) Given the reactants [B-](F)(F)(F)F.[B-](F)(F)(F)F.C1[N+]2(CCl)CC[N+]([F:21])(CC2)C1.[CH:22]1([N:25]2[CH2:33][C:32]3[C:27](=[CH:28][CH:29]=[C:30]([C:34]4[C:42]5[C:37](=[N:38][C:39]([C:43]6[CH:48]=[C:47]([O:49][CH3:50])[CH:46]=[C:45]([O:51][CH3:52])[CH:44]=6)=[CH:40][CH:41]=5)[N:36]([CH:53]5[CH2:58][CH2:57][CH2:56][CH2:55][O:54]5)[N:35]=4)[CH:31]=3)[C:26]2=[O:59])[CH2:24][CH2:23]1, predict the reaction product. The product is: [CH:22]1([N:25]2[CH2:33][C:32]3[C:27](=[CH:28][CH:29]=[C:30]([C:34]4[C:42]5[C:37](=[N:38][C:39]([C:43]6[CH:48]=[C:47]([O:49][CH3:50])[CH:46]=[C:45]([O:51][CH3:52])[C:44]=6[F:21])=[CH:40][CH:41]=5)[N:36]([CH:53]5[CH2:58][CH2:57][CH2:56][CH2:55][O:54]5)[N:35]=4)[CH:31]=3)[C:26]2=[O:59])[CH2:23][CH2:24]1. (2) The product is: [CH3:37][C:35]1[O:36][C:32]2[C:31]([CH3:39])=[CH:30][C:29]([NH:28][C:24]3[N:25]=[CH:26][N:27]=[C:22]([N:17]4[CH2:18][CH2:19][CH:14]([N:10]5[CH2:9][CH2:8][C:7]6[CH:20]=[C:3]([O:2][CH3:1])[CH:4]=[CH:5][C:6]=6[NH:12][C:11]5=[O:13])[CH2:15][CH2:16]4)[CH:23]=3)=[CH:38][C:33]=2[N:34]=1. Given the reactants [CH3:1][O:2][C:3]1[CH:4]=[CH:5][C:6]2[NH:12][C:11](=[O:13])[N:10]([CH:14]3[CH2:19][CH2:18][NH:17][CH2:16][CH2:15]3)[CH2:9][CH2:8][C:7]=2[CH:20]=1.Cl[C:22]1[N:27]=[CH:26][N:25]=[C:24]([NH:28][C:29]2[CH:30]=[C:31]([CH3:39])[C:32]3[O:36][C:35]([CH3:37])=[N:34][C:33]=3[CH:38]=2)[CH:23]=1.CCN(C(C)C)C(C)C, predict the reaction product.